This data is from Experimentally validated miRNA-target interactions with 360,000+ pairs, plus equal number of negative samples. The task is: Binary Classification. Given a miRNA mature sequence and a target amino acid sequence, predict their likelihood of interaction. (1) The miRNA is hsa-miR-374c-5p with sequence AUAAUACAACCUGCUAAGUGCU. The protein sequence of the target gene is MEERERGARSAGAGSPARPPSPRLDVSSDSFDPLLALYAPRLPPIPYPNAPCFNNVAEYESFLRTGVRGGGRGRGRARGAAAGSGVPAAPGPSGRTRRRPDAPAPDPERIQRLRRLMVAKEEGDGAAGAGRRGPGRSRKAPRNVLTRMPLHEGSPLGELHRCIREGVKVNVHIRTFKGLRGVCTGFLVAFDKFWNMALTDVDETYRKPVLGKAYERDSSLTLTRLFDRLKLQDSSKKEADSKSAVEDSTLSRYSQTSTWKLASVWGRADTGRGSHKRSRSVPSSLQASAREESRSELSGR.... Result: 0 (no interaction). (2) The miRNA is hsa-miR-4251 with sequence CCUGAGAAAAGGGCCAA. The protein sequence of the target gene is MASPGIEVELLGKGHSDLGEVAPEIKASERRTAVAIADLEWREMEGDDCEFRYGDGTNEAQDNDFPTVERSRLQEMLSLLGLETYQVQKLSLQDSLQISFDSMKNWAPQVPKDLPWNFLRKLQALNADARNTTMVLDVLPDARPVEKESQMEEEIIYWDPADDLAADIYSFSELPTPDTPVNPLDLLCALLLSSDSFLQQEIALKMALCQFALPLVLPDSENHYHTFLLWAMRGIVRTWWSQPPRGMGSFREDSVVLSRAPAFAFVRMDVSSNSKSQLLNAVLSPGHRQWDCFWHRDLNL.... Result: 0 (no interaction).